Dataset: Forward reaction prediction with 1.9M reactions from USPTO patents (1976-2016). Task: Predict the product of the given reaction. Given the reactants Cl[C:2]1[N:7]=[C:6](Cl)[C:5]([Cl:9])=[CH:4][N:3]=1.[CH:10]1([NH2:16])[CH2:15][CH2:14][CH2:13][CH2:12][CH2:11]1.[CH3:17][C:18]1[CH:22]=[C:21]([CH3:23])[NH:20][N:19]=1, predict the reaction product. The product is: [Cl:9][C:5]1[C:6]([NH:16][CH:10]2[CH2:15][CH2:14][CH2:13][CH2:12][CH2:11]2)=[N:7][C:2]([N:19]2[C:18]([CH3:17])=[CH:22][C:21]([CH3:23])=[N:20]2)=[N:3][CH:4]=1.